The task is: Predict the product of the given reaction.. This data is from Forward reaction prediction with 1.9M reactions from USPTO patents (1976-2016). (1) Given the reactants [CH:1]12[CH2:10][CH:5]3[CH2:6][CH:7]([CH2:9][CH:3]([CH2:4]3)[CH:2]1[NH:11][C:12](=[O:18])[C@H:13]1[CH2:17][CH2:16][CH2:15][NH:14]1)[CH2:8]2.[C:19]([NH:26][CH2:27][CH:28]=O)([O:21][C:22]([CH3:25])([CH3:24])[CH3:23])=[O:20].[Na], predict the reaction product. The product is: [C:22]([O:21][C:19](=[O:20])[NH:26][CH2:27][CH2:28][N:14]1[CH2:15][CH2:16][CH2:17][CH:13]1[C:12](=[O:18])[NH:11][CH:2]1[CH:3]2[CH2:4][CH:5]3[CH2:6][CH:7]([CH2:8][CH:1]1[CH2:10]3)[CH2:9]2)([CH3:25])([CH3:24])[CH3:23]. (2) Given the reactants [C:1]([O:5][C:6]([N:8]1[CH2:13][CH2:12][N:11]([C:14]([C:16]2[C:17]3[C:38]([CH:39]=[CH2:40])=[N:37][N:36]([CH:41]4[CH2:46][CH2:45][CH2:44][CH2:43][O:42]4)[C:18]=3[N:19]=[C:20]([C:22]3[CH:27]=[CH:26][C:25]([O:28][Si](C(C)(C)C)(C)C)=[CH:24][CH:23]=3)[CH:21]=2)=[O:15])[CH2:10][CH2:9]1)=[O:7])([CH3:4])([CH3:3])[CH3:2].I[C:48]1[CH:53]=[CH:52][C:51]([C:54]([N:56]2[CH2:61][CH2:60][CH2:59][CH2:58][CH2:57]2)=[O:55])=[CH:50][CH:49]=1.C1(C)C=CC=CC=1P(C1C=CC=CC=1C)C1C=CC=CC=1C.C(N(CC)CC)C, predict the reaction product. The product is: [C:1]([O:5][C:6]([N:8]1[CH2:9][CH2:10][N:11]([C:14]([C:16]2[C:17]3[C:38](/[CH:39]=[CH:40]/[C:48]4[CH:49]=[CH:50][C:51]([C:54]([N:56]5[CH2:57][CH2:58][CH2:59][CH2:60][CH2:61]5)=[O:55])=[CH:52][CH:53]=4)=[N:37][N:36]([CH:41]4[CH2:46][CH2:45][CH2:44][CH2:43][O:42]4)[C:18]=3[N:19]=[C:20]([C:22]3[CH:23]=[CH:24][C:25]([OH:28])=[CH:26][CH:27]=3)[CH:21]=2)=[O:15])[CH2:12][CH2:13]1)=[O:7])([CH3:2])([CH3:3])[CH3:4]. (3) Given the reactants NCCCCN([CH2:17][C:18]1[C:23]2[N:24]([CH2:31][C:32]([N:34]3[CH2:39][CH2:38][O:37][CH2:36][CH2:35]3)=[O:33])[C:25]3[C:30]([C:22]=2[CH:21]=[CH:20][N:19]=1)=[CH:29][CH:28]=[CH:27][CH:26]=3)[C@@H]1C2N=CC=CC=2CCC1.FC(F)(F)C(O)=[O:43].[OH-].[Na+].O, predict the reaction product. The product is: [O:37]1[CH2:38][CH2:39][N:34]([C:32](=[O:33])[CH2:31][N:24]2[C:25]3[C:30](=[CH:29][CH:28]=[CH:27][CH:26]=3)[C:22]3[CH:21]=[CH:20][N:19]=[C:18]([CH:17]=[O:43])[C:23]2=3)[CH2:35][CH2:36]1. (4) The product is: [Cl:16][C:17]1[CH:32]=[CH:31][C:20]([O:21][C:22]2[CH:27]=[CH:26][C:25]([CH2:28][O:29][C:2]3[CH:14]=[C:6]4[N:7]([CH:11]5[CH2:13][CH2:12]5)[CH2:8][CH2:9][CH2:10][N:5]4[C:4](=[O:15])[N:3]=3)=[CH:24][C:23]=2[F:30])=[CH:19][C:18]=1[C:33]([F:36])([F:34])[F:35]. Given the reactants Cl[C:2]1[CH:14]=[C:6]2[N:7]([CH:11]3[CH2:13][CH2:12]3)[CH2:8][CH2:9][CH2:10][N:5]2[C:4](=[O:15])[N:3]=1.[Cl:16][C:17]1[CH:32]=[CH:31][C:20]([O:21][C:22]2[CH:27]=[CH:26][C:25]([CH2:28][OH:29])=[CH:24][C:23]=2[F:30])=[CH:19][C:18]=1[C:33]([F:36])([F:35])[F:34], predict the reaction product. (5) Given the reactants [NH2:1][C:2]1[N:7]=[C:6]([C:8]2[CH:13]=[CH:12][N:11]=[CH:10]N=2)[CH:5]=[CH:4][N:3]=1.[ClH:14].O.[CH:16](O)(C)C, predict the reaction product. The product is: [ClH:14].[N:11]1[CH:12]=[CH:13][C:8]([CH:6]2[NH:7][C:2]([NH2:1])=[N:3][CH2:4][CH2:5]2)=[CH:16][CH:10]=1.